Dataset: Catalyst prediction with 721,799 reactions and 888 catalyst types from USPTO. Task: Predict which catalyst facilitates the given reaction. (1) Product: [C:1]([O:5][C:6]([NH:8][C@H:9]([C:14]1[CH:15]=[CH:16][CH:17]=[CH:18][CH:19]=1)[CH2:10][C:11]([O:13][CH3:22])=[O:12])=[O:7])([CH3:4])([CH3:2])[CH3:3]. The catalyst class is: 3. Reactant: [C:1]([O:5][C:6]([NH:8][C@H:9]([C:14]1[CH:19]=[CH:18][CH:17]=[CH:16][CH:15]=1)[CH2:10][C:11]([OH:13])=[O:12])=[O:7])([CH3:4])([CH3:3])[CH3:2].CI.[C:22]([O-])([O-])=O.[K+].[K+].C([O-])(O)=O.[Na+]. (2) Reactant: [Al+3].[Cl-].[Cl-].[Cl-].[H-].[H-].[H-].[H-].[Li+].[Al+3].[CH2:11]1[C:16]2=[CH:17][C:18]3[CH:19]=[CH:20][CH:21]=[CH:22][C:23]=3[N:15]2[CH2:14][CH2:13][N:12]1[C:24](=O)[CH:25]([N:27]1[CH2:32][CH2:31][N:30]([CH3:33])[CH2:29][CH2:28]1)[CH3:26]. Product: [CH3:33][N:30]1[CH2:29][CH2:28][N:27]([CH:25]([CH3:26])[CH2:24][N:12]2[CH2:13][CH2:14][N:15]3[C:23]4[CH:22]=[CH:21][CH:20]=[CH:19][C:18]=4[CH:17]=[C:16]3[CH2:11]2)[CH2:32][CH2:31]1. The catalyst class is: 1. (3) Reactant: [Br:1][C:2]1[CH:3]=[CH:4][C:5]([OH:16])=[C:6]2[C:11]=1[NH:10][C:9](=O)[CH:8]=[C:7]2[CH2:13][CH2:14]O.C1(P(C2C=CC=CC=2)C2C=CC=CC=2)C=CC=CC=1.N(C(OC(C)C)=O)=NC(OC(C)C)=O.P(Cl)(Cl)([Cl:52])=O. Product: [Br:1][C:2]1[C:11]2[C:6]3=[C:7]([CH2:13][CH2:14][O:16][C:5]3=[CH:4][CH:3]=1)[CH:8]=[C:9]([Cl:52])[N:10]=2. The catalyst class is: 7.